This data is from Reaction yield outcomes from USPTO patents with 853,638 reactions. The task is: Predict the reaction yield, written as a fraction of the theoretical maximum amount of product (1.0 means a 100% yield; for example, 0.34 means a 34% yield). (1) The reactants are [BH4-].[Na+].[I-].[OH:4][CH2:5][CH2:6][CH2:7][CH2:8][CH2:9][CH2:10][CH2:11][CH2:12][N+:13]1[CH:18]=[CH:17][CH:16]=[C:15]([C:19]([O:21][CH3:22])=[O:20])[CH:14]=1. The catalyst is CO. The product is [CH3:22][O:21][C:19]([C:15]1[CH2:14][N:13]([CH2:12][CH2:11][CH2:10][CH2:9][CH2:8][CH2:7][CH2:6][CH2:5][OH:4])[CH2:18][CH2:17][CH:16]=1)=[O:20]. The yield is 0.412. (2) The reactants are [C:1]([C:4]1[CH:5]=[C:6]2[C:10](=[CH:11][CH:12]=1)[N:9](C1CCCCO1)[N:8]=[C:7]2[C:19]1[CH:20]=[C:21]([CH:26]=[CH:27][CH:28]=1)[C:22](OC)=[O:23])(=[O:3])[NH2:2].[OH-].[Li+].ON1[C:36]2[N:37]=[CH:38][CH:39]=[CH:40][C:35]=2N=N1.[NH2:41][CH2:42][CH2:43]N1CCCCC1.Cl.C(N=C=NCCCN(C)C)C.Cl. The catalyst is O1CCCC1.O.O1CCOCC1. The product is [NH:37]1[CH2:38][CH2:39][CH2:40][CH2:35][CH:36]1[CH2:43][CH2:42][NH:41][C:22]([C:21]1[CH:20]=[C:19]([C:7]2[C:6]3[C:10](=[CH:11][CH:12]=[C:4]([C:1]([NH2:2])=[O:3])[CH:5]=3)[NH:9][N:8]=2)[CH:28]=[CH:27][CH:26]=1)=[O:23]. The yield is 0.0800. (3) The reactants are [F:1][C:2]1[CH:3]=[C:4]2[C:9](=[CH:10][CH:11]=1)[N:8]=[C:7]([NH:12][C:13](=[O:17])OCC)[C:6]([O:18][CH3:19])=[N:5]2.[CH3:20][C:21]1[CH:26]=[CH:25][CH:24]=[C:23]([CH3:27])[C:22]=1[N:28]1[CH2:33][CH2:32][NH:31][CH2:30][CH2:29]1. No catalyst specified. The product is [F:1][C:2]1[CH:3]=[C:4]2[C:9](=[CH:10][CH:11]=1)[N:8]=[C:7]([NH:12][C:13]([N:31]1[CH2:32][CH2:33][N:28]([C:22]3[C:23]([CH3:27])=[CH:24][CH:25]=[CH:26][C:21]=3[CH3:20])[CH2:29][CH2:30]1)=[O:17])[C:6]([O:18][CH3:19])=[N:5]2. The yield is 0.760. (4) The catalyst is CC(=O)CC. The yield is 0.670. The reactants are [F:1][C:2]1[CH:3]=[C:4]([OH:11])[CH:5]=[CH:6][C:7]=1[N+:8]([O-:10])=[O:9].Cl.[CH3:13][N:14]([CH3:18])[CH2:15][CH2:16]Cl.C(=O)([O-])[O-].[K+].[K+]. The product is [F:1][C:2]1[CH:3]=[C:4]([CH:5]=[CH:6][C:7]=1[N+:8]([O-:10])=[O:9])[O:11][CH2:16][CH2:15][N:14]([CH3:18])[CH3:13]. (5) The reactants are C(OC(=O)[NH:7][CH:8]1[CH2:13][CH2:12][CH2:11][N:10]([C:14]2[CH:19]=[CH:18][N:17]=[C:16]([NH:20][C:21]3[CH:26]=[CH:25][CH:24]=[CH:23][C:22]=3[N+:27]([O-:29])=[O:28])[N:15]=2)[CH2:9]1)(C)(C)C.C(O)(C(F)(F)F)=O.NC1CCCN(C2C=CN=C(NC3C=CC=CC=3[N+]([O-])=O)N=2)C1.[CH2:61]([S:64](Cl)(=[O:66])=[O:65])[CH2:62][CH3:63].C(N(CC)CC)C. The catalyst is C(Cl)Cl. The product is [N+:27]([C:22]1[CH:23]=[CH:24][CH:25]=[CH:26][C:21]=1[NH:20][C:16]1[N:15]=[C:14]([N:10]2[CH2:11][CH2:12][CH2:13][CH:8]([NH:7][S:64]([CH2:61][CH2:62][CH3:63])(=[O:66])=[O:65])[CH2:9]2)[CH:19]=[CH:18][N:17]=1)([O-:29])=[O:28]. The yield is 0.240.